This data is from TCR-epitope binding with 47,182 pairs between 192 epitopes and 23,139 TCRs. The task is: Binary Classification. Given a T-cell receptor sequence (or CDR3 region) and an epitope sequence, predict whether binding occurs between them. (1) The epitope is ALSKGVHFV. The TCR CDR3 sequence is CASSLSEVYEQYF. Result: 1 (the TCR binds to the epitope). (2) The epitope is HTDFSSEIIGY. The TCR CDR3 sequence is CASSLSQDGSYEQYF. Result: 1 (the TCR binds to the epitope). (3) The epitope is RIFTIGTVTLK. The TCR CDR3 sequence is CASSTPGEGGEQFF. Result: 0 (the TCR does not bind to the epitope). (4) The epitope is GLCTLVAML. The TCR CDR3 sequence is CSARDETGNTIYF. Result: 1 (the TCR binds to the epitope). (5) The epitope is VVYRGTTTY. Result: 0 (the TCR does not bind to the epitope). The TCR CDR3 sequence is CASRPLMGGASEAFF.